From a dataset of Catalyst prediction with 721,799 reactions and 888 catalyst types from USPTO. Predict which catalyst facilitates the given reaction. (1) Reactant: [NH2:1][C:2]1[CH:9]=[CH:8][C:5]([C:6]#[N:7])=[CH:4][C:3]=1I.O=[C:12]([CH3:16])[C:13]([OH:15])=[O:14].C1N2CCN(CC2)C1. Product: [C:6]([C:5]1[CH:4]=[C:3]2[C:2](=[CH:9][CH:8]=1)[NH:1][C:12]([C:13]([OH:15])=[O:14])=[CH:16]2)#[N:7]. The catalyst class is: 416. (2) Reactant: [C:1]([C:3]([C:6]1[CH:10]=[C:9]([NH:11][C:12](=[O:20])OC2C=CC=CC=2)[O:8][N:7]=1)([CH3:5])[CH3:4])#[N:2].[CH3:21][O:22][C:23]1[CH:24]=[C:25]2[C:30](=[CH:31][C:32]=1[O:33][CH3:34])[N:29]=[CH:28][N:27]=[C:26]2[S:35][C:36]1[CH:37]=[C:38]([CH:40]=[CH:41][CH:42]=1)[NH2:39]. Product: [C:1]([C:3]([C:6]1[CH:10]=[C:9]([NH:11][C:12]([NH:39][C:38]2[CH:40]=[CH:41][CH:42]=[C:36]([S:35][C:26]3[C:25]4[C:30](=[CH:31][C:32]([O:33][CH3:34])=[C:23]([O:22][CH3:21])[CH:24]=4)[N:29]=[CH:28][N:27]=3)[CH:37]=2)=[O:20])[O:8][N:7]=1)([CH3:4])[CH3:5])#[N:2]. The catalyst class is: 1. (3) Reactant: [S:1]1[C:5]2=[CH:6][N:7]=[C:8]([C:10]([O:12]C)=[O:11])[CH:9]=[C:4]2[CH:3]=[CH:2]1.[OH-].[Na+]. Product: [S:1]1[C:5]2=[CH:6][N:7]=[C:8]([C:10]([OH:12])=[O:11])[CH:9]=[C:4]2[CH:3]=[CH:2]1. The catalyst class is: 24. (4) Reactant: [F:1][C:2]([F:27])([F:26])[O:3][C:4]1[CH:9]=[CH:8][C:7]([N:10]2[CH:14]=[N:13][C:12]([C:15]3[CH:20]=[CH:19][C:18]([CH2:21][C:22]([O:24]C)=[O:23])=[CH:17][CH:16]=3)=[N:11]2)=[CH:6][CH:5]=1.[OH-].[Li+]. Product: [F:27][C:2]([F:1])([F:26])[O:3][C:4]1[CH:9]=[CH:8][C:7]([N:10]2[CH:14]=[N:13][C:12]([C:15]3[CH:20]=[CH:19][C:18]([CH2:21][C:22]([OH:24])=[O:23])=[CH:17][CH:16]=3)=[N:11]2)=[CH:6][CH:5]=1. The catalyst class is: 193. (5) Reactant: I[C:2]1[CH:3]=[C:4]([C:22]([O:24]C)=O)[C:5]([O:8][C:9]2[CH:14]=[CH:13][C:12]([O:15][C:16]3[CH:21]=[CH:20][CH:19]=[CH:18][CH:17]=3)=[CH:11][CH:10]=2)=[N:6][CH:7]=1.[NH2:26][CH:27]1[CH2:32][CH2:31][CH2:30][N:29]([C:33](OC(C)(C)C)=O)[CH2:28]1.[NH3:40].[N:41]#CBr. Product: [C:33]([N:29]1[CH2:30][CH2:31][CH2:32][CH:27]([NH:26][C:2]2[CH:3]=[C:4]([C:22]([NH2:41])=[O:24])[C:5]([O:8][C:9]3[CH:14]=[CH:13][C:12]([O:15][C:16]4[CH:21]=[CH:20][CH:19]=[CH:18][CH:17]=4)=[CH:11][CH:10]=3)=[N:6][CH:7]=2)[CH2:28]1)#[N:40]. The catalyst class is: 240. (6) Reactant: [P:1]([OH:43])([O:11][C:12]([CH3:42])([CH3:41])[CH2:13][N:14]([C:21](=[O:40])[CH2:22][N:23]1[C:32]2[C:27](=[CH:28][CH:29]=[C:30]([O:33][CH3:34])[CH:31]=2)[N:26]=[C:25]([C:35]([CH3:38])([CH3:37])[CH3:36])[C:24]1=[O:39])[CH2:15][CH2:16][C:17]([CH3:20])([CH3:19])[CH3:18])([O:3]CC1C=CC=CC=1)=[O:2].[H][H]. Product: [P:1]([OH:3])([OH:43])([O:11][C:12]([CH3:42])([CH3:41])[CH2:13][N:14]([C:21](=[O:40])[CH2:22][N:23]1[C:32]2[C:27](=[CH:28][CH:29]=[C:30]([O:33][CH3:34])[CH:31]=2)[N:26]=[C:25]([C:35]([CH3:37])([CH3:36])[CH3:38])[C:24]1=[O:39])[CH2:15][CH2:16][C:17]([CH3:20])([CH3:19])[CH3:18])=[O:2]. The catalyst class is: 19.